This data is from Full USPTO retrosynthesis dataset with 1.9M reactions from patents (1976-2016). The task is: Predict the reactants needed to synthesize the given product. (1) Given the product [C:11]1([C:17]#[C:18][C:2]2[CH:3]=[CH:4][C:5]([CH:8]([OH:10])[CH3:9])=[N:6][CH:7]=2)[CH:16]=[CH:15][CH:14]=[CH:13][CH:12]=1, predict the reactants needed to synthesize it. The reactants are: Br[C:2]1[CH:3]=[CH:4][C:5]([CH:8]([OH:10])[CH3:9])=[N:6][CH:7]=1.[C:11]1([C:17]#[CH:18])[CH:16]=[CH:15][CH:14]=[CH:13][CH:12]=1. (2) Given the product [Br:1][C:2]1[N:7]=[C:6]([NH:8][C:10](=[O:9])[O:12][C:13]([CH3:16])([CH3:15])[CH3:14])[CH:5]=[CH:4][CH:3]=1, predict the reactants needed to synthesize it. The reactants are: [Br:1][C:2]1[N:7]=[C:6]([NH2:8])[CH:5]=[CH:4][CH:3]=1.[O:9](C(OC(C)(C)C)=O)[C:10]([O:12][C:13]([CH3:16])([CH3:15])[CH3:14])=O. (3) Given the product [CH2:23]([C:25]1[CH:30]=[CH:29][C:28]([C:2]2[CH:3]=[C:4]([NH:14][C:15]([C:17]3[CH:18]=[N:19][CH:20]=[N:21][CH:22]=3)=[O:16])[CH:5]=[N:6][C:7]=2[O:8][CH2:9][C:10]([F:13])([F:12])[F:11])=[CH:27][CH:26]=1)[CH3:24], predict the reactants needed to synthesize it. The reactants are: Br[C:2]1[CH:3]=[C:4]([NH:14][C:15]([C:17]2[CH:18]=[N:19][CH:20]=[N:21][CH:22]=2)=[O:16])[CH:5]=[N:6][C:7]=1[O:8][CH2:9][C:10]([F:13])([F:12])[F:11].[CH2:23]([C:25]1[CH:30]=[CH:29][C:28](B(O)O)=[CH:27][CH:26]=1)[CH3:24]. (4) Given the product [CH2:19]([NH:26][C:27]([N:14]1[CH2:15][CH2:16][C:11]2[C:10](=[O:17])[O:9][C:8]([C:4]3[CH:5]=[CH:6][CH:7]=[C:2]([OH:1])[CH:3]=3)([CH3:18])[C:12]=2[CH2:13]1)=[O:28])[C:20]1[CH:25]=[CH:24][CH:23]=[CH:22][CH:21]=1, predict the reactants needed to synthesize it. The reactants are: [OH:1][C:2]1[CH:3]=[C:4]([C:8]2([CH3:18])[C:12]3[CH2:13][NH:14][CH2:15][CH2:16][C:11]=3[C:10](=[O:17])[O:9]2)[CH:5]=[CH:6][CH:7]=1.[CH2:19]([N:26]=[C:27]=[O:28])[C:20]1[CH:25]=[CH:24][CH:23]=[CH:22][CH:21]=1. (5) Given the product [CH3:1][C:2]1[CH:9]=[CH:8][C:5](/[CH:6]=[C:13](\[CH2:14][CH2:15][CH2:16][CH2:17][CH3:18])/[C:11](=[O:10])[CH3:12])=[CH:4][CH:3]=1, predict the reactants needed to synthesize it. The reactants are: [CH3:1][C:2]1[CH:9]=[CH:8][C:5]([CH:6]=O)=[CH:4][CH:3]=1.[O:10]=[C:11]([CH:13](P(=O)(OCC)OCC)[CH2:14][CH2:15][CH2:16][CH2:17][CH3:18])[CH3:12].